Dataset: Catalyst prediction with 721,799 reactions and 888 catalyst types from USPTO. Task: Predict which catalyst facilitates the given reaction. (1) The catalyst class is: 1. Product: [Br:1][C:2]1[CH:3]=[C:4]([CH2:5][OH:6])[CH:8]=[C:9]([I:11])[CH:10]=1. Reactant: [Br:1][C:2]1[CH:3]=[C:4]([CH:8]=[C:9]([I:11])[CH:10]=1)[C:5](O)=[O:6]. (2) Reactant: C1(C(O)=O)C2C(=CC=CC=2)CC[NH:2]1.O=O.[NH4+].[C@@H:17]1([C:27]([O-:29])=[O:28])[C:26]2[C:21](=[CH:22][CH:23]=[CH:24][CH:25]=2)[CH2:20][CH2:19][NH:18]1. Product: [NH4+:2].[C@H:17]1([C:27]([O-:29])=[O:28])[C:26]2[C:21](=[CH:22][CH:23]=[CH:24][CH:25]=2)[CH2:20][CH2:19][NH:18]1. The catalyst class is: 328. (3) Reactant: C(OC(=O)[NH:7][C@H:8]1[CH2:13][CH2:12][C@@H:11]([N:14]([CH2:39][CH3:40])[C:15]2[C:30]3[CH2:29][CH:28]=[CH:27][CH2:26][CH2:25][C:24]4[CH:31]=[C:32]([CH3:37])[N:33]=[C:34]([O:35]C)[C:23]=4[CH2:22][NH:21][C:20](=[O:38])[C:19]=3[CH:18]=[CH:17][CH:16]=2)[CH2:10][CH2:9]1)(C)(C)C.Cl. Product: [NH2:7][C@@H:8]1[CH2:13][CH2:12][C@H:11]([N:14]([CH2:39][CH3:40])[C:15]2[C:30]3[CH2:29][CH:28]=[CH:27][CH2:26][CH2:25][C:24]4[CH2:31][CH:32]([CH3:37])[NH:33][C:34](=[O:35])[C:23]=4[CH2:22][NH:21][C:20](=[O:38])[C:19]=3[CH:18]=[CH:17][CH:16]=2)[CH2:10][CH2:9]1. The catalyst class is: 169. (4) Reactant: O=[C:2]1[CH2:7][CH2:6][N:5]([C:8]([O:10][C:11]([CH3:14])([CH3:13])[CH3:12])=[O:9])[CH2:4][CH2:3]1.[N:15]1[CH:20]=[CH:19][CH:18]=[C:17]([NH2:21])[C:16]=1[NH2:22].C(O[BH-](OC(=O)C)OC(=O)C)(=O)C.[Na+]. Product: [NH2:22][C:16]1[C:17]([NH:21][CH:2]2[CH2:7][CH2:6][N:5]([C:8]([O:10][C:11]([CH3:14])([CH3:13])[CH3:12])=[O:9])[CH2:4][CH2:3]2)=[CH:18][CH:19]=[CH:20][N:15]=1. The catalyst class is: 26. (5) Reactant: [Cl:1][C:2]1[CH:3]=[C:4]([C:12]([OH:14])=O)[CH:5]=[N:6][C:7]=1[O:8][CH:9]([CH3:11])[CH3:10].CN(C(ON1N=NC2C=CC=NC1=2)=[N+](C)C)C.F[P-](F)(F)(F)(F)F.CCN(C(C)C)C(C)C.O[NH:49][C:50]([C:52]1[CH:53]=[C:54]2[C:58](=[CH:59][C:60]=1[CH3:61])[NH:57][N:56]=[CH:55]2)=[NH:51]. Product: [Cl:1][C:2]1[CH:3]=[C:4]([C:12]2[O:14][N:49]=[C:50]([C:52]3[CH:53]=[C:54]4[C:58](=[CH:59][C:60]=3[CH3:61])[NH:57][N:56]=[CH:55]4)[N:51]=2)[CH:5]=[N:6][C:7]=1[O:8][CH:9]([CH3:10])[CH3:11]. The catalyst class is: 3. (6) The catalyst class is: 264. Reactant: F[C:2]1[CH:9]=[CH:8][C:5]([C:6]#[N:7])=[CH:4][CH:3]=1.[NH:10]1[CH2:15][CH2:14][CH2:13][CH2:12][CH2:11]1.C(=O)([O-])[O-].[K+].[K+]. Product: [N:10]1([C:2]2[CH:9]=[CH:8][C:5]([C:6]#[N:7])=[CH:4][CH:3]=2)[CH2:15][CH2:14][CH2:13][CH2:12][CH2:11]1. (7) The catalyst class is: 49. Reactant: [Cl:1][C:2]1[CH:18]=[CH:17][C:5]2[CH2:6][CH2:7][N:8]([C:11](=[O:16])[C:12]([F:15])([F:14])[F:13])[CH2:9][CH2:10][C:4]=2[C:3]=1[N:19]1[CH2:22][CH:21]([O:23][Si](C(C)(C)C)(C)C)[CH2:20]1.[F-].C([N+](CCCC)(CCCC)CCCC)CCC.C(O)(=O)C. Product: [Cl:1][C:2]1[CH:18]=[CH:17][C:5]2[CH2:6][CH2:7][N:8]([C:11](=[O:16])[C:12]([F:14])([F:13])[F:15])[CH2:9][CH2:10][C:4]=2[C:3]=1[N:19]1[CH2:22][CH:21]([OH:23])[CH2:20]1. (8) Reactant: [C:1]([C:3]1[C:8]([F:9])=[CH:7][CH:6]=[CH:5][N:4]=1)#[N:2].[ClH:10]. Product: [ClH:10].[ClH:10].[NH2:2][CH2:1][C:3]1[C:8]([F:9])=[CH:7][CH:6]=[CH:5][N:4]=1. The catalyst class is: 29. (9) Reactant: [CH3:1][C:2]1[C:3]([C:16]([C:18]2[CH:23]=[CH:22][C:21]([CH2:24]O)=[CH:20][CH:19]=2)=[CH2:17])=[CH:4][C:5]2[C:6]([CH3:15])([CH3:14])[CH2:7][CH2:8][C:9]([CH3:13])([CH3:12])[C:10]=2[CH:11]=1.CS(Cl)(=O)=O.[CH3:31][N:32]1[C:38]([CH3:40])([CH3:39])[C:36](=[O:37])[NH:35][C:33]1=[O:34].[H-].[Na+]. Product: [CH3:31][N:32]1[C:38]([CH3:40])([CH3:39])[C:36](=[O:37])[N:35]([CH2:24][C:21]2[CH:22]=[CH:23][C:18]([C:16]([C:3]3[C:2]([CH3:1])=[CH:11][C:10]4[C:9]([CH3:13])([CH3:12])[CH2:8][CH2:7][C:6]([CH3:15])([CH3:14])[C:5]=4[CH:4]=3)=[CH2:17])=[CH:19][CH:20]=2)[C:33]1=[O:34]. The catalyst class is: 424.